The task is: Predict the reaction yield, written as a fraction of the theoretical maximum amount of product (1.0 means a 100% yield; for example, 0.34 means a 34% yield).. This data is from Reaction yield outcomes from USPTO patents with 853,638 reactions. The product is [CH3:20][O:19][CH2:18][CH2:17][O:16][CH2:15][CH2:14][O:13][CH2:12][CH2:11][C:34]1[CH:35]=[CH:36][C:31]([N+:28]([O-:30])=[O:29])=[CH:32][CH:33]=1. The catalyst is CN(C)C=O. The reactants are C1(C)C=CC(S(O[CH2:11][CH2:12][O:13][CH2:14][CH2:15][O:16][CH2:17][CH2:18][O:19][CH3:20])(=O)=O)=CC=1.C(=O)([O-])[O-].[K+].[K+].[N+:28]([C:31]1[CH:36]=[CH:35][C:34](O)=[CH:33][CH:32]=1)([O-:30])=[O:29].O. The yield is 0.730.